Dataset: Catalyst prediction with 721,799 reactions and 888 catalyst types from USPTO. Task: Predict which catalyst facilitates the given reaction. Reactant: [NH2:1][C:2]1[S:3][C:4]([C:8](=O)[CH2:9]Br)=[C:5]([CH3:7])[N:6]=1.[CH3:12][C:13]([CH3:18])([CH3:17])[C:14](=[S:16])[NH2:15].C(N(CC)CC)C. Product: [C:13]([C:14]1[S:16][CH:9]=[C:8]([C:4]2[S:3][C:2]([NH2:1])=[N:6][C:5]=2[CH3:7])[N:15]=1)([CH3:18])([CH3:17])[CH3:12]. The catalyst class is: 8.